From a dataset of M1 muscarinic receptor antagonist screen with 61,756 compounds. Binary Classification. Given a drug SMILES string, predict its activity (active/inactive) in a high-throughput screening assay against a specified biological target. (1) The drug is o1c(C(=O)Nc2c(ccc(c3[nH]c4c(n3)cccc4)c2)C)ccc1. The result is 0 (inactive). (2) The compound is Clc1ccc(c2oc(c(n2)CN2CC(CCC2)C(=O)NCc2cccnc2)C)cc1. The result is 0 (inactive). (3) The molecule is S(Cc1nc2sccn2c1)c1oc2c(n1)cccc2. The result is 0 (inactive).